This data is from Full USPTO retrosynthesis dataset with 1.9M reactions from patents (1976-2016). The task is: Predict the reactants needed to synthesize the given product. Given the product [CH2:18]([O:17][C:15]([C:10]12[CH2:9][CH2:8][C:7]([NH:6][CH2:27][C:26]([N:24]3[CH2:25][C@@H:21]([F:20])[CH2:22][C@H:23]3[C:39]#[N:40])=[O:38])([CH2:14][CH2:13]1)[CH2:12][CH2:11]2)=[O:16])[CH3:19], predict the reactants needed to synthesize it. The reactants are: CS(O)(=O)=O.[NH2:6][C:7]12[CH2:14][CH2:13][C:10]([C:15]([O:17][CH2:18][CH3:19])=[O:16])([CH2:11][CH2:12]1)[CH2:9][CH2:8]2.[F:20][C@@H:21]1[CH2:25][N:24]([C:26](=[O:38])[CH2:27]OS(C2C=CC=CC=2)(=O)=O)[C@H:23]([C:39]#[N:40])[CH2:22]1.[I-].[K+].